Dataset: Peptide-MHC class I binding affinity with 185,985 pairs from IEDB/IMGT. Task: Regression. Given a peptide amino acid sequence and an MHC pseudo amino acid sequence, predict their binding affinity value. This is MHC class I binding data. (1) The MHC is HLA-B27:05 with pseudo-sequence HLA-B27:05. The binding affinity (normalized) is 0.0847. The peptide sequence is RPIVSTQLL. (2) The peptide sequence is IMAIGIVSI. The MHC is HLA-A02:17 with pseudo-sequence HLA-A02:17. The binding affinity (normalized) is 0.395.